Predict the reactants needed to synthesize the given product. From a dataset of Full USPTO retrosynthesis dataset with 1.9M reactions from patents (1976-2016). (1) Given the product [CH:1]1([C@H:6]([N:10]2[CH:14]=[C:13]([B:15]3[O:19][C:18]([CH3:21])([CH3:20])[C:17]([CH3:23])([CH3:22])[O:16]3)[CH:12]=[N:11]2)[CH2:7][C:8]#[N:9])[CH2:5][CH2:4][CH2:3][CH2:2]1, predict the reactants needed to synthesize it. The reactants are: [CH:1]1([CH:6]([N:10]2[CH:14]=[C:13]([B:15]3[O:19][C:18]([CH3:21])([CH3:20])[C:17]([CH3:23])([CH3:22])[O:16]3)[CH:12]=[N:11]2)[CH2:7][C:8]#[N:9])[CH2:5][CH2:4][CH2:3][CH2:2]1. (2) Given the product [NH2:42][C:2]1[N:7]=[C:6]([C:8]2[S:12][C:11]([N:13]3[CH2:18][CH2:17][N:16]([S:19]([CH3:22])(=[O:21])=[O:20])[CH2:15][CH2:14]3)=[N:10][C:9]=2[C:23]2[C:24]([F:41])=[C:25]([NH:29][S:30]([C:33]3[CH:38]=[C:37]([F:39])[CH:36]=[CH:35][C:34]=3[F:40])(=[O:32])=[O:31])[CH:26]=[CH:27][CH:28]=2)[CH:5]=[CH:4][N:3]=1, predict the reactants needed to synthesize it. The reactants are: Cl[C:2]1[N:7]=[C:6]([C:8]2[S:12][C:11]([N:13]3[CH2:18][CH2:17][N:16]([S:19]([CH3:22])(=[O:21])=[O:20])[CH2:15][CH2:14]3)=[N:10][C:9]=2[C:23]2[C:24]([F:41])=[C:25]([NH:29][S:30]([C:33]3[CH:38]=[C:37]([F:39])[CH:36]=[CH:35][C:34]=3[F:40])(=[O:32])=[O:31])[CH:26]=[CH:27][CH:28]=2)[CH:5]=[CH:4][N:3]=1.[NH4+:42].[OH-].C(Cl)Cl. (3) Given the product [OH:1][C:2]1[C:11]2[C:6](=[N:7][CH:8]=[CH:9][CH:10]=2)[N:5]([CH2:12][CH2:13][CH:14]([CH3:15])[CH3:16])[C:4](=[O:17])[C:3]=1[C:18]1[NH:23][C:22]2[CH:24]=[CH:25][C:26]([NH:28][S:29]([NH:32][CH2:36][CH2:35][C:42]3[CH:47]=[CH:46][CH:45]=[CH:44][CH:43]=3)(=[O:30])=[O:31])=[CH:27][C:21]=2[S:20](=[O:39])(=[O:38])[N:19]=1, predict the reactants needed to synthesize it. The reactants are: [OH:1][C:2]1[C:11]2[C:6](=[N:7][CH:8]=[CH:9][CH:10]=2)[N:5]([CH2:12][CH2:13][CH:14]([CH3:16])[CH3:15])[C:4](=[O:17])[C:3]=1[C:18]1[NH:23][C:22]2[CH:24]=[CH:25][C:26]([NH:28][S:29]([N:32]3[CH2:36][CH2:35]OC3=O)(=[O:31])=[O:30])=[CH:27][C:21]=2[S:20](=[O:39])(=[O:38])[N:19]=1.C(N)C[C:42]1[CH:47]=[CH:46][CH:45]=[CH:44][CH:43]=1. (4) Given the product [Br:15][C:7]1[CH:6]=[C:5]2[C:10](=[CH:9][CH:8]=1)[N:1]([C:11]([O:13][CH3:14])=[O:12])[CH2:2][CH2:3][CH2:4]2, predict the reactants needed to synthesize it. The reactants are: [N:1]1([C:11]([O:13][CH3:14])=[O:12])[C:10]2[C:5](=[CH:6][CH:7]=[CH:8][CH:9]=2)[CH2:4][CH2:3][CH2:2]1.[Br:15]N1C(=O)CCC1=O.O. (5) Given the product [C:1]([NH:4][C:5]1[C:14]([N+:17]([O-:19])=[O:18])=[CH:13][C:8]([C:9]([O:11][CH3:12])=[O:10])=[C:7]([O:15][CH3:16])[CH:6]=1)(=[O:3])[CH3:2], predict the reactants needed to synthesize it. The reactants are: [C:1]([NH:4][C:5]1[CH:14]=[CH:13][C:8]([C:9]([O:11][CH3:12])=[O:10])=[C:7]([O:15][CH3:16])[CH:6]=1)(=[O:3])[CH3:2].[N+:17]([O-])([OH:19])=[O:18]. (6) Given the product [CH3:16][O:15][C:10](=[O:14])[CH2:11][CH:12]([N:8]([CH2:1][C:2]1[CH:7]=[CH:6][CH:5]=[CH:4][CH:3]=1)[CH3:9])[CH3:13], predict the reactants needed to synthesize it. The reactants are: [CH2:1]([NH:8][CH3:9])[C:2]1[CH:7]=[CH:6][CH:5]=[CH:4][CH:3]=1.[C:10]([O:15][CH3:16])(=[O:14])/[CH:11]=[CH:12]/[CH3:13]. (7) Given the product [C:1]1([C:7]2[CH:12]=[CH:11][C:10]([C:15]([S:17][CH2:18][C:19]3[CH:24]=[CH:23][CH:22]=[CH:21][CH:20]=3)=[S:16])=[CH:9][CH:8]=2)[CH:6]=[CH:5][CH:4]=[CH:3][CH:2]=1, predict the reactants needed to synthesize it. The reactants are: [C:1]1([C:7]2[CH:12]=[CH:11][C:10]([Mg]Br)=[CH:9][CH:8]=2)[CH:6]=[CH:5][CH:4]=[CH:3][CH:2]=1.[C:15](=[S:17])=[S:16].[CH2:18](Br)[C:19]1[CH:24]=[CH:23][CH:22]=[CH:21][CH:20]=1.